This data is from Forward reaction prediction with 1.9M reactions from USPTO patents (1976-2016). The task is: Predict the product of the given reaction. (1) Given the reactants [O:1]=[C:2]1[C:11]2[C:6](=[CH:7][CH:8]=[CH:9][CH:10]=2)[NH:5][N:4]=[C:3]1[C:12]([O:14][CH2:15][CH3:16])=[O:13].[NH:17]1[CH:21]=[CH:20][CH:19]=[N:18]1.C(=O)([O-])[O-].[K+].[K+], predict the reaction product. The product is: [O:1]=[C:2]1[C:11]2[C:6](=[CH:7][CH:8]=[CH:9][CH:10]=2)[N:5]([CH2:2][C:11]2[CH:6]=[CH:7][C:8]([N:17]3[CH:21]=[CH:20][CH:19]=[N:18]3)=[CH:9][CH:10]=2)[N:4]=[C:3]1[C:12]([O:14][CH2:15][CH3:16])=[O:13]. (2) The product is: [Cl:1][C:2]1[CH:3]=[C:4]2[C:9](=[CH:10][C:11]=1[Cl:12])[C:8](=[O:13])[N:7]([CH2:14][C:15]([CH3:16])([CH3:18])[CH3:17])[C:6]([C:19]([O:21][C:22]([CH3:24])([CH3:23])[CH3:25])=[O:20])=[C:5]2[C:34]1[CH:39]=[CH:38][CH:37]=[CH:36][CH:35]=1. Given the reactants [Cl:1][C:2]1[CH:3]=[C:4]2[C:9](=[CH:10][C:11]=1[Cl:12])[C:8](=[O:13])[N:7]([CH2:14][C:15]([CH3:18])([CH3:17])[CH3:16])[C:6]([C:19]([O:21][C:22]([CH3:25])([CH3:24])[CH3:23])=[O:20])=[C:5]2OS(C(F)(F)F)(=O)=O.[C:34]1(B(O)O)[CH:39]=[CH:38][CH:37]=[CH:36][CH:35]=1.C(=O)([O-])[O-].[Na+].[Na+], predict the reaction product.